Dataset: Catalyst prediction with 721,799 reactions and 888 catalyst types from USPTO. Task: Predict which catalyst facilitates the given reaction. (1) Reactant: [NH:1]1[CH2:6][CH2:5][NH:4][CH2:3][CH2:2]1.C(N(CC)CC)C.[C:14]([C:18]1[N:36]=[C:21]2[C:22]([C:34]#[N:35])=[C:23]([CH3:33])[C:24]([C:27]3[CH:32]=[CH:31][CH:30]=[CH:29][CH:28]=3)=[C:25](Cl)[N:20]2[N:19]=1)([CH3:17])([CH3:16])[CH3:15]. Product: [C:14]([C:18]1[N:36]=[C:21]2[C:22]([C:34]#[N:35])=[C:23]([CH3:33])[C:24]([C:27]3[CH:28]=[CH:29][CH:30]=[CH:31][CH:32]=3)=[C:25]([N:1]3[CH2:6][CH2:5][NH:4][CH2:3][CH2:2]3)[N:20]2[N:19]=1)([CH3:17])([CH3:15])[CH3:16]. The catalyst class is: 9. (2) Reactant: CSC.B(F)(F)F.CCOCC.[CH3:13][O:14][C:15](=[O:38])[CH:16]([O:35][CH2:36][CH3:37])[CH2:17][C:18]1[C:26]2[O:25][CH:24]=[CH:23][C:22]=2[C:21]([O:27]CC2C=CC=CC=2)=[CH:20][CH:19]=1. Product: [CH3:13][O:14][C:15](=[O:38])[CH:16]([O:35][CH2:36][CH3:37])[CH2:17][C:18]1[C:26]2[O:25][CH:24]=[CH:23][C:22]=2[C:21]([OH:27])=[CH:20][CH:19]=1. The catalyst class is: 4. (3) Reactant: C[Si](C)(C)CC[O:5][C:6](=[O:49])[CH:7]([CH2:33][CH:34]=[CH:35][CH2:36][P:37]([O:41][CH:42]([C:44]([O:46][CH2:47][CH3:48])=[O:45])[CH3:43])([O:39][CH3:40])=[O:38])[CH2:8][C:9]([CH3:32])=[CH:10][CH2:11][C:12]1[C:13]([O:25]CC[Si](C)(C)C)=[C:14]2[C:18](=[C:19]([CH3:23])[C:20]=1[O:21][CH3:22])[CH2:17][O:16][C:15]2=[O:24].CCCC[N+](CCCC)(CCCC)CCCC.[F-]. Product: [CH2:47]([O:46][C:44]([CH:42]([O:41][P:37]([CH2:36][CH:35]=[CH:34][CH2:33][CH:7]([CH2:8][C:9]([CH3:32])=[CH:10][CH2:11][C:12]1[C:13]([OH:25])=[C:14]2[C:18](=[C:19]([CH3:23])[C:20]=1[O:21][CH3:22])[CH2:17][O:16][C:15]2=[O:24])[C:6]([OH:49])=[O:5])([O:39][CH3:40])=[O:38])[CH3:43])=[O:45])[CH3:48]. The catalyst class is: 1. (4) Reactant: [CH2:1]([O:3][C:4](=[O:14])[CH2:5][N:6]1[CH:11]=[CH:10][N:9]=[C:8](Br)[C:7]1=[O:13])[CH3:2].Cl.[N:16]([CH2:19][C@@H:20]([NH2:28])[CH2:21][C:22]1[CH:27]=[CH:26][CH:25]=[CH:24][CH:23]=1)=[N+:17]=[N-:18].C(OC(N[C@@H](CC1C=CC=CC=1)CO)=O)(C)(C)C.C(N(CC)CC)C. Product: [CH2:1]([O:3][C:4](=[O:14])[CH2:5][N:6]1[CH:11]=[CH:10][N:9]=[C:8]([NH:28][C@H:20]([CH2:19][N:16]=[N+:17]=[N-:18])[CH2:21][C:22]2[CH:27]=[CH:26][CH:25]=[CH:24][CH:23]=2)[C:7]1=[O:13])[CH3:2]. The catalyst class is: 14.